From a dataset of Forward reaction prediction with 1.9M reactions from USPTO patents (1976-2016). Predict the product of the given reaction. (1) Given the reactants [Cl:1][C:2]1[C:7]([Cl:8])=[CH:6][C:5]([S:9]([NH2:12])(=[O:11])=[O:10])=[C:4](F)[CH:3]=1.[CH:14]1([NH2:17])[CH2:16][CH2:15]1, predict the reaction product. The product is: [Cl:1][C:2]1[C:7]([Cl:8])=[CH:6][C:5]([S:9]([NH2:12])(=[O:11])=[O:10])=[C:4]([NH:17][CH:14]2[CH2:16][CH2:15]2)[CH:3]=1. (2) Given the reactants [F:1][C:2]1[CH:7]=[CH:6][CH:5]=[CH:4][C:3]=1[C:8]1[CH:9]=[N:10][C:11]([N:14]2[C:22]3[C:17](=[CH:18][CH:19]=[C:20]([C:23]([OH:25])=O)[CH:21]=3)[C:16]([S:26]([CH3:28])=[O:27])=[CH:15]2)=[N:12][CH:13]=1.Cl.[CH3:30][NH:31][C:32]1([CH2:35][OH:36])[CH2:34][CH2:33]1.CN(C(ON1N=NC2C=CC=NC1=2)=[N+](C)C)C.F[P-](F)(F)(F)(F)F, predict the reaction product. The product is: [F:1][C:2]1[CH:7]=[CH:6][CH:5]=[CH:4][C:3]=1[C:8]1[CH:9]=[N:10][C:11]([N:14]2[C:22]3[C:17](=[CH:18][CH:19]=[C:20]([C:23]([N:31]([C:32]4([CH2:35][OH:36])[CH2:34][CH2:33]4)[CH3:30])=[O:25])[CH:21]=3)[C:16]([S:26]([CH3:28])=[O:27])=[CH:15]2)=[N:12][CH:13]=1. (3) The product is: [CH:1]1[C:11]2[CH2:10][C:9]3([CH2:15][CH2:14][CH:13]([N:16]4[CH2:21][CH2:20][C:19]([OH:26])([C:22]([OH:24])=[O:23])[CH2:18][CH2:17]4)[CH2:12]3)[C:8]3[CH:27]=[CH:28][CH:29]=[CH:30][C:7]=3[CH2:6][C:5]=2[CH:4]=[CH:3][CH:2]=1. Given the reactants [CH:1]1[C:11]2[CH2:10][C:9]3([CH2:15][CH2:14][CH:13]([N:16]4[CH2:21][CH2:20][C:19]([OH:26])([C:22]([O:24]C)=[O:23])[CH2:18][CH2:17]4)[CH2:12]3)[C:8]3[CH:27]=[CH:28][CH:29]=[CH:30][C:7]=3[CH2:6][C:5]=2[CH:4]=[CH:3][CH:2]=1.[OH-].[Li+], predict the reaction product.